Dataset: CYP3A4 inhibition data for predicting drug metabolism from PubChem BioAssay. Task: Regression/Classification. Given a drug SMILES string, predict its absorption, distribution, metabolism, or excretion properties. Task type varies by dataset: regression for continuous measurements (e.g., permeability, clearance, half-life) or binary classification for categorical outcomes (e.g., BBB penetration, CYP inhibition). Dataset: cyp3a4_veith. The molecule is C[C@@H](C(=O)NCc1ccc(C(F)(F)F)nc1)[C@H]1C[C@]1(C)[C@H](NC(=O)OCc1ccccc1)c1ccccc1. The result is 1 (inhibitor).